This data is from Catalyst prediction with 721,799 reactions and 888 catalyst types from USPTO. The task is: Predict which catalyst facilitates the given reaction. Reactant: [CH3:1][O:2][C:3]1[CH:11]=[CH:10][CH:9]=[C:8]2[C:4]=1[CH:5]=[CH:6][NH:7]2.C([O-])([O-])=O.[K+].[K+].C([O:20][C:21](=[O:24])[CH2:22]Cl)C. Product: [CH3:1][O:2][C:3]1[CH:11]=[CH:10][CH:9]=[C:8]2[C:4]=1[CH:5]=[CH:6][N:7]2[CH2:22][C:21]([OH:24])=[O:20]. The catalyst class is: 3.